This data is from CYP3A4 inhibition data for predicting drug metabolism from PubChem BioAssay. The task is: Regression/Classification. Given a drug SMILES string, predict its absorption, distribution, metabolism, or excretion properties. Task type varies by dataset: regression for continuous measurements (e.g., permeability, clearance, half-life) or binary classification for categorical outcomes (e.g., BBB penetration, CYP inhibition). Dataset: cyp3a4_veith. (1) The drug is Oc1ccc2ccccc2c1Cc1c(O)ccc2ccccc12. The result is 0 (non-inhibitor). (2) The compound is CC(=O)NCCNc1cc(-c2ccccc2CN(C)C)ncn1. The result is 0 (non-inhibitor). (3) The compound is CN(C)Cc1c[nH]c2nc[nH]c(=O)c12. The result is 0 (non-inhibitor). (4) The result is 1 (inhibitor). The drug is O=C(c1cccc(F)c1)N1CCC2(CCCN(c3ccncc3)C2)CC1. (5) The molecule is COC(=O)[C@@]1(Cc2ccccc2)[C@H]2c3cc(C(=O)N4CCCC4)n(Cc4c(CO)[nH]cc(C)c4=O)c3C[C@H]2CN1C(=O)c1ccccc1. The result is 1 (inhibitor). (6) The drug is CCCCC1S/C(=N/N=C/c2ccc(OC)cc2)N(Cc2ccc(OC)cc2)C1=O. The result is 1 (inhibitor).